This data is from B-cell epitopes from IEDB database with 3,159 antigens for binding position prediction. The task is: Token-level Classification. Given an antigen amino acid sequence, predict which amino acid positions are active epitope sites capable of antibody binding. Output is a list of indices for active positions. (1) Given the antigen sequence: MAMKLIAPMAFLAMQLIIMAAVEDQSAQIMLDSVVEKYLRSNRSLRKVEHSRHDAINIFNVEKYGAVGDGKHDCTEAFSTAWQAACKNPSAMLLVPGSKKFVVNNLFFNGPCQPHFTFKVDGIIAAYQNPASWKNNRIWLQFAKLTGFTLMGKGVIDGQGKQWWAGQCKWVNGREICNDRDRPTAIKFDFSTGLIIQGLKLMNSPEFHLVFGNCEGVKIIGISITAPRDSPNTDGIDIFASKNFHLQKNTIGTGDDCVAIGTGSSNIVIEDLICGPGHGISIGSLGRENSRAEVSYVHVNGAKFIDTQNGLRIKTWQGGSGMASHIIYENVEMINSENPILINQFYCTSASACQNQRSAVQIQDVTYKNIRGTSATAAAIQLKCSDSMPCKDIKLSDISLKLTSGKIASCLNDNANGYFSGHVIPACKNLSPSAKRKESKSHKHPKTVMVENMRAYDKGNRTRILLGSRPPNCTNKCHGCSPCKAKLVIVHRIMPQEYYP..., which amino acid positions are active epitope sites? The epitope positions are: [365, 366, 367, 368, 369, 370, 371, 372, 373, 374, 375, 376, 377, 378, 379, 380, 381, 382, 383, 384]. The amino acids at these positions are: TYKNIRGTSATAAAIQLKCS. (2) The epitope positions are: [2280, 2281, 2282, 2283, 2284, 2285, 2286, 2287, 2288, 2289, 2290]. The amino acids at these positions are: ISSSQDGHQWT. Given the antigen sequence: MQIELSTCFFLCLLRFCFSATRRYYLGAVELSWDYMQSDLGELPVDARFPPRVPKSFPFNTSVVYKKTLFVEFTDHLFNIAKPRPPWMGLLGPTIQAEVYDTVVITLKNMASHPVSLHAVGVSYWKASEGAEYDDQTSQREKEDDKVFPGGSHTYVWQVLKENGPMASDPLCLTYSYLSHVDLVKDLNSGLIGALLVCREGSLAKEKTQTLHKFILLFAVFDEGKSWHSETKNSLMQDRDAASARAWPKMHTVNGYVNRSLPGLIGCHRKSVYWHVIGMGTTPEVHSIFLEGHTFLVRNHRQASLEISPITFLTAQTLLMDLGQFLLFCHISSHQHDGMEAYVKVDSCPEEPQLRMKNNEEAEDYDDDLTDSEMDVVRFDDDNSPSFIQIRSVAKKHPKTWVHYIAAEEEDWDYAPLVLAPDDRSYKSQYLNNGPQRIGRKYKKVRFMAYTDETFKTREAIQHESGILGPLLYGEVGDTLLIIFKNQASRPYNIYPHGIT..., which amino acid positions are active epitope sites? (3) Given the antigen sequence: MEKLTDLNYTLSVITLMNNTLHTILEDPGMAYFPYIASVLTGLFALNKASIPTMKIALKTSKCSYKVVKYCIVTIFNTLLKLAGYKEQITTKDEIEKQMDRVVKEMRRQLEMIDKLTTREIEQVELLKRIYDKLTVQTTGEIDMTKEINQKNVRTLEEWESGKNPYEPREVTAAM, which amino acid positions are active epitope sites? The epitope positions are: [154, 155, 156, 157, 158, 159, 160, 161, 162, 163, 164, 165, 166, 167, 168, 169]. The amino acids at these positions are: TLEEWESGKNPYEPRE.